From a dataset of Reaction yield outcomes from USPTO patents with 853,638 reactions. Predict the reaction yield, written as a fraction of the theoretical maximum amount of product (1.0 means a 100% yield; for example, 0.34 means a 34% yield). (1) The reactants are Cl[C:2]1[C:11]2[C:6](=[CH:7][CH:8]=[CH:9][CH:10]=2)[C:5](=[O:12])[NH:4][N:3]=1.[C:13]([O:17][C:18]([NH:20][C:21]1[CH:26]=[CH:25][C:24](B(O)O)=[CH:23][CH:22]=1)=[O:19])([CH3:16])([CH3:15])[CH3:14].P([O-])([O-])([O-])=O.[K+].[K+].[K+].O1CCOCC1. The catalyst is C1C=CC([P]([Pd]([P](C2C=CC=CC=2)(C2C=CC=CC=2)C2C=CC=CC=2)([P](C2C=CC=CC=2)(C2C=CC=CC=2)C2C=CC=CC=2)[P](C2C=CC=CC=2)(C2C=CC=CC=2)C2C=CC=CC=2)(C2C=CC=CC=2)C2C=CC=CC=2)=CC=1.O. The product is [O:12]=[C:5]1[C:6]2[C:11](=[CH:10][CH:9]=[CH:8][CH:7]=2)[C:2]([C:24]2[CH:23]=[CH:22][C:21]([NH:20][C:18](=[O:19])[O:17][C:13]([CH3:15])([CH3:14])[CH3:16])=[CH:26][CH:25]=2)=[N:3][NH:4]1. The yield is 0.680. (2) The reactants are [CH3:1][NH:2][C:3]([C:5]1[N:6]=[N:7][C:8]([NH:24][C:25]2[CH:30]=[CH:29][CH:28]=[CH:27][N:26]=2)=[CH:9][C:10]=1[NH:11][C:12]1[C:13]([S:22][CH3:23])=[C:14]([CH:19]=[CH:20][CH:21]=1)[C:15]([O:17]C)=[O:16])=[O:4].C1COCC1.[OH-].[Li+].Cl. The yield is 0.645. The catalyst is CO.O. The product is [CH3:1][NH:2][C:3]([C:5]1[N:6]=[N:7][C:8]([NH:24][C:25]2[CH:30]=[CH:29][CH:28]=[CH:27][N:26]=2)=[CH:9][C:10]=1[NH:11][C:12]1[C:13]([S:22][CH3:23])=[C:14]([CH:19]=[CH:20][CH:21]=1)[C:15]([OH:17])=[O:16])=[O:4]. (3) The yield is 0.630. The catalyst is ClCCl. The reactants are [CH3:1][N:2]1[CH:7]=[CH:6][C:5]([C:8]2[C:16]3[C:11](=[CH:12][CH:13]=[C:14]([OH:17])[CH:15]=3)[NH:10][CH:9]=2)=[CH:4][CH2:3]1.CN1CCCC1=O.[Si:25](Cl)([C:28]([CH3:31])([CH3:30])[CH3:29])([CH3:27])[CH3:26].N1C=CN=C1. The product is [Si:25]([O:17][C:14]1[CH:15]=[C:16]2[C:11](=[CH:12][CH:13]=1)[NH:10][CH:9]=[C:8]2[CH:5]1[CH2:4][CH2:3][N:2]([CH3:1])[CH2:7][CH2:6]1)([C:28]([CH3:31])([CH3:30])[CH3:29])([CH3:27])[CH3:26]. (4) The reactants are [C:1]1([N:7]2[N:11]=[C:10]3[CH:12]=[CH:13][CH:14]=[CH:15][C:9]3=[N:8]2)[CH:6]=[CH:5][CH:4]=[CH:3][CH:2]=1.[BrH:16].C(O)(=O)C.[Br:21]Br.[OH-].[Na+]. The catalyst is ClCCl.O. The product is [Br:16][C:15]1[C:9]2[C:10](=[N:11][N:7]([C:1]3[CH:2]=[CH:3][CH:4]=[CH:5][CH:6]=3)[N:8]=2)[C:12]([Br:21])=[CH:13][CH:14]=1. The yield is 0.780. (5) The reactants are [O:1]1[C:5]2[CH:6]=[CH:7][CH:8]=[CH:9][C:4]=2[CH:3]=[C:2]1B(O)O.Br[C:14]1[CH:35]=[CH:34][C:17]([C:18]([NH:20][S:21]([C:24]2[CH:29]=[CH:28][CH:27]=[CH:26][C:25]=2[S:30](=[O:33])(=[O:32])[NH2:31])(=[O:23])=[O:22])=[O:19])=[C:16]([CH3:36])[C:15]=1[O:37][CH3:38]. No catalyst specified. The product is [O:1]1[C:5]2[CH:6]=[CH:7][CH:8]=[CH:9][C:4]=2[CH:3]=[C:2]1[C:14]1[CH:35]=[CH:34][C:17]([C:18]([NH:20][S:21]([C:24]2[CH:29]=[CH:28][CH:27]=[CH:26][C:25]=2[S:30](=[O:32])(=[O:33])[NH2:31])(=[O:22])=[O:23])=[O:19])=[C:16]([CH3:36])[C:15]=1[O:37][CH3:38]. The yield is 0.480. (6) The yield is 0.400. No catalyst specified. The product is [NH2:18][C:16]([C@@H:15]([NH:14][C:12](=[O:13])[C:11]1[CH:20]=[CH:21][C:22]([CH3:23])=[C:9]([N:6]2[C:7](=[O:8])[C:2]([Br:1])=[C:3]([O:24][CH2:25][C:26]3[CH:31]=[CH:30][C:29]([F:32])=[CH:28][C:27]=3[F:33])[N:4]=[CH:5]2)[CH:10]=1)[CH3:36])=[O:17]. The reactants are [Br:1][C:2]1[C:7](=[O:8])[N:6]([C:9]2[CH:10]=[C:11]([CH:20]=[CH:21][C:22]=2[CH3:23])[C:12]([NH:14][CH2:15][C:16]([NH:18]C)=[O:17])=[O:13])[CH:5]=[N:4][C:3]=1[O:24][CH2:25][C:26]1[CH:31]=[CH:30][C:29]([F:32])=[CH:28][C:27]=1[F:33].Cl.N[C@H:36](C(N)=O)C. (7) The reactants are [I:1][C:2]1[C:10]2[C:5](=[N:6][CH:7]=[N:8][C:9]=2[NH2:11])[NH:4][N:3]=1.[O:12]1[C:16]2([CH2:21][CH2:20][CH:19](O)[CH2:18][CH2:17]2)OCC1.C1(P(C2C=CC=CC=2)C2C=CC=CC=2)C=CC=CC=1.N(C(OC(C)C)=O)=NC(OC(C)C)=O. The catalyst is C1COCC1. The product is [NH2:11][C:9]1[N:8]=[CH:7][N:6]=[C:5]2[N:4]([CH:19]3[CH2:20][CH2:21][C:16](=[O:12])[CH2:17][CH2:18]3)[N:3]=[C:2]([I:1])[C:10]=12. The yield is 0.463. (8) The reactants are C(O)(=O)C.[Si]([O:12][C:13]1[C:18]([CH3:19])=[CH:17][C:16]([CH:20]([NH:30][C:31]2[CH:32]=[N:33][CH:34]=[CH:35][CH:36]=2)[CH2:21][P:22](=[O:29])([O:26][CH2:27][CH3:28])[O:23][CH2:24][CH3:25])=[CH:15][C:14]=1[O:37][CH3:38])(C(C)(C)C)(C)C.O.O.O.[F-].C([N+](CCCC)(CCCC)CCCC)CCC. The catalyst is C1COCC1. The product is [OH:12][C:13]1[C:18]([CH3:19])=[CH:17][C:16]([CH:20]([NH:30][C:31]2[CH:32]=[N:33][CH:34]=[CH:35][CH:36]=2)[CH2:21][P:22](=[O:29])([O:26][CH2:27][CH3:28])[O:23][CH2:24][CH3:25])=[CH:15][C:14]=1[O:37][CH3:38]. The yield is 0.390. (9) The reactants are [N+:1]([C:4]1[CH:13]=[C:12]2[C:7]([CH2:8][CH2:9][N:10]([C:14]([O:16][C:17]([CH3:20])([CH3:19])[CH3:18])=[O:15])[CH2:11]2)=[CH:6][CH:5]=1)([O-])=O. The catalyst is CO.[OH-].[OH-].[Pd+2]. The product is [NH2:1][C:4]1[CH:13]=[C:12]2[C:7]([CH2:8][CH2:9][N:10]([C:14]([O:16][C:17]([CH3:20])([CH3:19])[CH3:18])=[O:15])[CH2:11]2)=[CH:6][CH:5]=1. The yield is 0.690. (10) The reactants are [Br:1][C:2]1[CH:9]=[CH:8][C:5]([CH:6]=[O:7])=[CH:4][C:3]=1[C:10]([F:13])([F:12])[F:11].[C-]#N.[Na+].[C:17](#[N:20])[CH:18]=[CH2:19]. The catalyst is CN(C=O)C. The product is [Br:1][C:2]1[CH:9]=[CH:8][C:5]([C:6](=[O:7])[CH2:19][CH2:18][C:17]#[N:20])=[CH:4][C:3]=1[C:10]([F:11])([F:12])[F:13]. The yield is 0.730.